This data is from hERG potassium channel inhibition data for cardiac toxicity prediction from Karim et al.. The task is: Regression/Classification. Given a drug SMILES string, predict its toxicity properties. Task type varies by dataset: regression for continuous values (e.g., LD50, hERG inhibition percentage) or binary classification for toxic/non-toxic outcomes (e.g., AMES mutagenicity, cardiotoxicity, hepatotoxicity). Dataset: herg_karim. (1) The molecule is CCn1c([C@@H](C)NS(=O)(=O)c2ccc(C#N)nc2)nc2cnc(C(F)(F)F)cc21. The result is 0 (non-blocker). (2) The molecule is CN1CCN(Cc2ccc3c(c2)Cc2c-3n[nH]c2-c2csc(C#CCCc3ccccc3)c2)CC1. The result is 1 (blocker). (3) The drug is Cc1nc2ccccc2n1C1CC2CCC(C1)N2CCC1(c2ccccc2)CCN(C(=O)C(C)(C)C(=O)NS(C)(=O)=O)CC1. The result is 0 (non-blocker). (4) The compound is Oc1ccc(-c2nc(NCc3ccccn3)c3c(-c4ccccc4)cccc3n2)cn1. The result is 1 (blocker). (5) The compound is CC12C(=O)OC(=O)C1(C)C1CCC2O1. The result is 0 (non-blocker).